Predict the reactants needed to synthesize the given product. From a dataset of Full USPTO retrosynthesis dataset with 1.9M reactions from patents (1976-2016). (1) The reactants are: [CH2:1]([C:4]([C:12]1[CH:17]=[CH:16][CH:15]=[CH:14][CH:13]=1)([CH2:9][CH:10]=[CH2:11])[C:5]([O:7][CH3:8])=[O:6])C=C. Given the product [C:12]1([C:4]2([C:5]([O:7][CH3:8])=[O:6])[CH2:1][CH:11]=[CH:10][CH2:9]2)[CH:13]=[CH:14][CH:15]=[CH:16][CH:17]=1, predict the reactants needed to synthesize it. (2) Given the product [CH2:31]([O:32][C:13](=[O:26])[CH:12]=[CH:11][C:10]1[CH:9]=[CH:8][N:7]=[CH:6][C:5]=1[O:4][CH2:3][O:2][CH3:1])[CH3:30], predict the reactants needed to synthesize it. The reactants are: [CH3:1][O:2][CH2:3][O:4][C:5]1[CH:6]=[N:7][CH:8]=[CH:9][CH:10]=1.[CH2:11]([Li])[CH2:12][CH2:13]C.CCCCCC.CN(C=[O:26])C.[H-].[Na+].C1C[O:32][CH2:31][CH2:30]1.